From a dataset of Catalyst prediction with 721,799 reactions and 888 catalyst types from USPTO. Predict which catalyst facilitates the given reaction. (1) Reactant: [CH3:1][O:2][C:3]1[CH:4]=[C:5]([CH:9]=[C:10]([N+:12]([O-:14])=[O:13])[CH:11]=1)[C:6]([OH:8])=[O:7].[C:15]([O-])([O-])=O.[K+].[K+].S(OC)(OC)(=O)=O. Product: [CH3:1][O:2][C:3]1[CH:4]=[C:5]([CH:9]=[C:10]([N+:12]([O-:14])=[O:13])[CH:11]=1)[C:6]([O:8][CH3:15])=[O:7]. The catalyst class is: 21. (2) Reactant: [I:1][C:2]1[CH:7]=[CH:6][C:5]([OH:8])=[CH:4][CH:3]=1.[H-].[Na+].Cl[C:12]1[CH:17]=[C:16]([C:18]([F:21])([F:20])[F:19])[CH:15]=[CH:14][N:13]=1.O. Product: [I:1][C:2]1[CH:7]=[CH:6][C:5]([O:8][C:12]2[CH:17]=[C:16]([C:18]([F:21])([F:20])[F:19])[CH:15]=[CH:14][N:13]=2)=[CH:4][CH:3]=1. The catalyst class is: 9.